From a dataset of Reaction yield outcomes from USPTO patents with 853,638 reactions. Predict the reaction yield, written as a fraction of the theoretical maximum amount of product (1.0 means a 100% yield; for example, 0.34 means a 34% yield). (1) The reactants are [Cl:1][C:2]1[CH:8]=[CH:7][C:6]([N:9]2[CH2:14][CH2:13][O:12][CH2:11][CH2:10]2)=[CH:5][C:3]=1[NH2:4].C(=O)([O-])[O-].[K+].[K+].Cl[CH2:22][C:23](Cl)=[O:24].[CH2:26]([CH2:28][NH2:29])[OH:27].[I-].[Na+]. The catalyst is O1CCCC1.O. The product is [Cl:1][C:2]1[CH:8]=[CH:7][C:6]([N:9]2[CH2:14][CH2:13][O:12][CH2:11][CH2:10]2)=[CH:5][C:3]=1[NH:4][C:23](=[O:24])[CH2:22][NH:29][CH2:28][CH2:26][OH:27]. The yield is 0.565. (2) The reactants are [NH2:1][C:2]1[CH:3]=[C:4]([CH:16]=[CH:17][CH:18]=1)[O:5][C:6]1[CH:11]=[CH:10][N:9]=[C:8]2[NH:12][C:13](=[O:15])[NH:14][C:7]=12.[C:19](Cl)(=[O:26])[C:20]1[CH:25]=[CH:24][CH:23]=[CH:22][CH:21]=1. No catalyst specified. The product is [O:15]=[C:13]1[NH:12][C:8]2=[N:9][CH:10]=[CH:11][C:6]([O:5][C:4]3[CH:3]=[C:2]([NH:1][C:19](=[O:26])[C:20]4[CH:25]=[CH:24][CH:23]=[CH:22][CH:21]=4)[CH:18]=[CH:17][CH:16]=3)=[C:7]2[NH:14]1. The yield is 0.820.